From a dataset of Full USPTO retrosynthesis dataset with 1.9M reactions from patents (1976-2016). Predict the reactants needed to synthesize the given product. (1) Given the product [OH:22][CH2:5][CH2:4][C:7]1[N:8]=[N+:9]([O-:17])[C:10]2[CH:16]=[CH:15][CH:14]=[CH:13][C:11]=2[N:12]=1, predict the reactants needed to synthesize it. The reactants are: O=[O+][O-].[CH2:4]([C:7]1[N:8]=[N+:9]([O-:17])[C:10]2[CH:16]=[CH:15][CH:14]=[CH:13][C:11]=2[N:12]=1)[CH:5]=C.[BH4-].[Na+].CC(O)=[O:22]. (2) Given the product [NH2:7][C:8]1[CH:19]=[C:18]([Cl:20])[C:11]2[C:12]([CH:15]3[CH2:16][CH2:17]3)=[N:13][O:14][C:10]=2[CH:9]=1, predict the reactants needed to synthesize it. The reactants are: C(OC(=O)[NH:7][C:8]1[CH:19]=[C:18]([Cl:20])[C:11]2[C:12]([CH:15]3[CH2:17][CH2:16]3)=[N:13][O:14][C:10]=2[CH:9]=1)(C)(C)C.C(O)(C(F)(F)F)=O. (3) Given the product [C:10]([C@@H:9]([NH:8][C:6](=[O:7])[O:5][C:1]([CH3:4])([CH3:3])[CH3:2])[CH2:13][CH3:14])(=[O:11])[NH2:16], predict the reactants needed to synthesize it. The reactants are: [C:1]([O:5][C:6]([NH:8][C@@H:9]([CH2:13][CH3:14])[C:10](O)=[O:11])=[O:7])([CH3:4])([CH3:3])[CH3:2].C[N:16]1CCOCC1.ClC(OCC(C)C)=O.[NH4+].[OH-]. (4) The reactants are: [Si]([O:8][CH2:9][C@H:10]1[CH2:21][CH2:20][C:19]2[S:18][C:17]3[N:16]=[CH:15][N:14]=[C:13]([O:22][CH:23]4[CH2:28][CH2:27][C:26]([NH:30][C:31](=[O:37])[O:32][C:33]([CH3:36])([CH3:35])[CH3:34])([CH3:29])[CH2:25][CH2:24]4)[C:12]=3[C:11]1=2)(C(C)(C)C)(C)C.CCCC[N+](CCCC)(CCCC)CCCC.[F-]. Given the product [OH:8][CH2:9][C@H:10]1[CH2:21][CH2:20][C:19]2[S:18][C:17]3[N:16]=[CH:15][N:14]=[C:13]([O:22][CH:23]4[CH2:24][CH2:25][C:26]([NH:30][C:31](=[O:37])[O:32][C:33]([CH3:36])([CH3:35])[CH3:34])([CH3:29])[CH2:27][CH2:28]4)[C:12]=3[C:11]1=2, predict the reactants needed to synthesize it.